The task is: Predict which catalyst facilitates the given reaction.. This data is from Catalyst prediction with 721,799 reactions and 888 catalyst types from USPTO. (1) Reactant: [O:1]=[C:2]1[N:7]2[N:8]=[CH:9][C:10]([C:11]3[CH:16]=[CH:15][CH:14]=[CH:13][N:12]=3)=[C:6]2[NH:5][C:4]([C:17]2[CH:26]=[CH:25][C:20]([C:21]([NH:23][NH2:24])=[O:22])=[CH:19][CH:18]=2)=[CH:3]1.[CH3:27]C1C=CC(S(O)(=O)=O)=CC=1.C(OCC)(OCC)OCC. The catalyst class is: 114. Product: [O:22]1[CH:27]=[N:24][N:23]=[C:21]1[C:20]1[CH:25]=[CH:26][C:17]([C:4]2[NH:5][C:6]3[N:7]([N:8]=[CH:9][C:10]=3[C:11]3[CH:16]=[CH:15][CH:14]=[CH:13][N:12]=3)[C:2](=[O:1])[CH:3]=2)=[CH:18][CH:19]=1. (2) Reactant: [S:1]1[C:5]2[CH:6]=[CH:7][CH:8]=[C:9]([CH2:10][N:11]([CH2:46][CH:47](OCC)OCC)[C:12]([CH:14]([NH:27][C:28](=[O:45])[CH2:29][CH:30]([NH:34][C:35]([NH:37][CH2:38][C:39]3[CH:44]=[CH:43][CH:42]=[CH:41][CH:40]=3)=[O:36])[CH2:31][CH:32]=[CH2:33])[CH2:15][C:16]3[CH:21]=[CH:20][C:19]([O:22]C(C)(C)C)=[CH:18][CH:17]=3)=[O:13])[C:4]=2[N:3]=[CH:2]1. Product: [CH2:38]([NH:37][C:35]([N:34]1[CH:30]([CH2:31][CH:32]=[CH2:33])[CH2:29][C:28](=[O:45])[N:27]2[CH:14]([CH2:15][C:16]3[CH:17]=[CH:18][C:19]([OH:22])=[CH:20][CH:21]=3)[C:12](=[O:13])[N:11]([CH2:10][C:9]3[C:4]4[N:3]=[CH:2][S:1][C:5]=4[CH:6]=[CH:7][CH:8]=3)[CH2:46][CH:47]12)=[O:36])[C:39]1[CH:44]=[CH:43][CH:42]=[CH:41][CH:40]=1. The catalyst class is: 106. (3) Reactant: [Cl:1][C:2]1[CH:3]=[C:4]2[C:9](=[CH:10][CH:11]=1)[CH:8]=[C:7]([S:12]([CH2:15][CH2:16][CH2:17][CH2:18][C:19]([O-:21])=O)(=[O:14])=[O:13])[CH:6]=[CH:5]2.C1C=CC2N(O)N=NC=2C=1.CCN=C=NCCCN(C)C.[N:43]1[CH:48]=[CH:47][C:46]([N:49]2[CH2:54][CH2:53][NH:52][CH2:51][CH2:50]2)=[CH:45][CH:44]=1. Product: [Cl:1][C:2]1[CH:3]=[C:4]2[C:9](=[CH:10][CH:11]=1)[CH:8]=[C:7]([S:12]([CH2:15][CH2:16][CH2:17][CH2:18][C:19]([N:52]1[CH2:53][CH2:54][N:49]([C:46]3[CH:47]=[CH:48][N:43]=[CH:44][CH:45]=3)[CH2:50][CH2:51]1)=[O:21])(=[O:13])=[O:14])[CH:6]=[CH:5]2. The catalyst class is: 10. (4) Reactant: [CH2:1]([N:3]1[CH:8]=[CH:7][CH:6]=[C:5]([CH2:9][NH:10][N:11]2[CH2:16][CH2:15][C:14]([CH3:17])=[C:13]([CH2:18][C:19]([OH:21])=O)[C:12]2=[O:22])[C:4]1=[O:23])[CH3:2].C1CN([P+](ON2N=NC3C=CC=CC2=3)(N2CCCC2)N2CCCC2)CC1.F[P-](F)(F)(F)(F)F.[NH2:57][CH2:58][C:59]1[C:60]([CH3:75])=[CH:61][C:62]([NH:67][C:68](=[O:74])[O:69][C:70]([CH3:73])([CH3:72])[CH3:71])=[N:63][C:64]=1[CH2:65][OH:66].O. Product: [CH2:1]([N:3]1[CH:8]=[CH:7][CH:6]=[C:5]([CH2:9][NH:10][N:11]2[CH2:16][CH2:15][C:14]([CH3:17])=[C:13]([CH2:18][C:19]([NH:57][CH2:58][C:59]3[C:60]([CH3:75])=[CH:61][C:62]([NH:67][C:68](=[O:74])[O:69][C:70]([CH3:71])([CH3:72])[CH3:73])=[N:63][C:64]=3[CH2:65][OH:66])=[O:21])[C:12]2=[O:22])[C:4]1=[O:23])[CH3:2]. The catalyst class is: 2. (5) Reactant: [N:1]1[CH:6]=[CH:5][C:4]([NH:7][C:8](=[O:12])[O:9][CH2:10][CH3:11])=[CH:3][CH:2]=1.[Br:13][CH2:14][C:15]([C:17]1[CH:22]=[CH:21][C:20]([N+:23]([O-:25])=[O:24])=[C:19]([O:26][CH3:27])[CH:18]=1)=[O:16]. Product: [Br-:13].[CH2:10]([O:9][C:8]([NH:7][C:4]1[CH:3]=[CH:2][N+:1]([CH2:14][C:15]([C:17]2[CH:22]=[CH:21][C:20]([N+:23]([O-:25])=[O:24])=[C:19]([O:26][CH3:27])[CH:18]=2)=[O:16])=[CH:6][CH:5]=1)=[O:12])[CH3:11]. The catalyst class is: 4. (6) Reactant: [C:1]([OH:7])(=[O:6])/[C:2](=[CH:4]\[CH3:5])/[CH3:3].C(N(C(C)C)CC)(C)C.[Cl:17][C:18]1[CH:26]=[C:25]([Cl:27])[CH:24]=[C:23]([Cl:28])[C:19]=1[C:20](Cl)=[O:21]. Product: [CH3:3]/[C:2](=[CH:4]/[CH3:5])/[C:1]([O:7][C:20](=[O:21])[C:19]1[C:23]([Cl:28])=[CH:24][C:25]([Cl:27])=[CH:26][C:18]=1[Cl:17])=[O:6]. The catalyst class is: 4. (7) Reactant: [CH3:1][O:2][C:3]1[CH:8]=[CH:7][C:6]([C:9]2[CH2:10][CH2:11][C:12](=[O:15])[NH:13][N:14]=2)=[CH:5][CH:4]=1.[OH-].[K+].CCO.[CH:21](=O)[C:22]1[CH:27]=[CH:26][CH:25]=[CH:24][CH:23]=1. Product: [CH2:21]([C:11]1[C:12](=[O:15])[NH:13][N:14]=[C:9]([C:6]2[CH:7]=[CH:8][C:3]([O:2][CH3:1])=[CH:4][CH:5]=2)[CH:10]=1)[C:22]1[CH:27]=[CH:26][CH:25]=[CH:24][CH:23]=1. The catalyst class is: 14. (8) Reactant: [CH3:1][O:2][C:3]1[CH:4]=[C:5]([NH:9][C:10]2[N:19]=[CH:18][C:17]3[C:12](=[CH:13][C:14]([O:25][CH:26]4[CH2:31][CH2:30][NH:29][CH2:28][CH2:27]4)=[C:15]([C:20]4[S:21][CH:22]=[CH:23][N:24]=4)[CH:16]=3)[N:11]=2)[CH:6]=[CH:7][CH:8]=1.C=O.[C:34](O)(=O)C.[BH-](OC(C)=O)(OC(C)=O)OC(C)=O.[Na+]. Product: [CH3:1][O:2][C:3]1[CH:4]=[C:5]([NH:9][C:10]2[N:19]=[CH:18][C:17]3[C:12](=[CH:13][C:14]([O:25][CH:26]4[CH2:31][CH2:30][N:29]([CH3:34])[CH2:28][CH2:27]4)=[C:15]([C:20]4[S:21][CH:22]=[CH:23][N:24]=4)[CH:16]=3)[N:11]=2)[CH:6]=[CH:7][CH:8]=1. The catalyst class is: 5. (9) The catalyst class is: 704. Reactant: [OH:1][N:2]1[CH2:7][CH2:6][O:5][CH2:4][CH2:3]1.[C:8]1([Mg]Cl)[CH:13]=[CH:12][CH:11]=[CH:10][CH:9]=1.[Cl-].[NH4+]. Product: [C:8]1([CH:3]2[CH2:4][O:5][CH2:6][CH2:7][N:2]2[OH:1])[CH:13]=[CH:12][CH:11]=[CH:10][CH:9]=1. (10) Product: [CH3:15][O:16][N:17]=[C:8]([C:4]1[CH:3]=[C:2]([OH:1])[CH:7]=[CH:6][CH:5]=1)[CH2:9][CH2:10][CH3:11]. Reactant: [OH:1][C:2]1[CH:3]=[C:4]([C:8](=O)[CH2:9][CH2:10][CH2:11]C)[CH:5]=[CH:6][CH:7]=1.Cl.[CH3:15][O:16][NH2:17].N1C=CC=CC=1.C(=O)([O-])O.[Na+]. The catalyst class is: 8.